Dataset: Forward reaction prediction with 1.9M reactions from USPTO patents (1976-2016). Task: Predict the product of the given reaction. (1) Given the reactants [CH3:1][O:2][CH2:3][CH2:4][O:5][C:6]1[N:11]=[C:10]([CH3:12])[C:9]([C:13]2[C:14]3[CH:21]=[C:20]([CH2:22][O:23][C:24]4[CH:29]=[CH:28][C:27]([C@@H:30]([C:37]#[C:38][CH3:39])[CH2:31][C:32]([O:34]CC)=[O:33])=[CH:26][CH:25]=4)[CH:19]=[CH:18][C:15]=3[S:16][CH:17]=2)=[CH:8][CH:7]=1.[Li+].[OH-].Cl, predict the reaction product. The product is: [CH3:1][O:2][CH2:3][CH2:4][O:5][C:6]1[N:11]=[C:10]([CH3:12])[C:9]([C:13]2[C:14]3[CH:21]=[C:20]([CH2:22][O:23][C:24]4[CH:25]=[CH:26][C:27]([C@@H:30]([C:37]#[C:38][CH3:39])[CH2:31][C:32]([OH:34])=[O:33])=[CH:28][CH:29]=4)[CH:19]=[CH:18][C:15]=3[S:16][CH:17]=2)=[CH:8][CH:7]=1. (2) Given the reactants [F:1][C:2]1[CH:18]=[CH:17][C:5]([CH2:6][NH:7][C:8]2[C:13]([N+:14]([O-])=O)=[CH:12][CH:11]=[CH:10][N:9]=2)=[CH:4][CH:3]=1, predict the reaction product. The product is: [F:1][C:2]1[CH:18]=[CH:17][C:5]([CH2:6][NH:7][C:8]2[C:13]([NH2:14])=[CH:12][CH:11]=[CH:10][N:9]=2)=[CH:4][CH:3]=1. (3) Given the reactants CO[C:3](=[O:22])[C:4]1[CH:9]=[CH:8][C:7](/[CH:10]=[CH:11]/[C:12]2[C:13]([CH2:18][CH2:19][CH2:20][CH3:21])=[N:14][O:15][C:16]=2[CH3:17])=[N:6][CH:5]=1.[NH2:23][CH:24]1[CH2:29][CH2:28][O:27][CH2:26][CH2:25]1, predict the reaction product. The product is: [CH2:18]([C:13]1[C:12](/[CH:11]=[CH:10]/[C:7]2[CH:8]=[CH:9][C:4]([C:3]([NH:23][CH:24]3[CH2:29][CH2:28][O:27][CH2:26][CH2:25]3)=[O:22])=[CH:5][N:6]=2)=[C:16]([CH3:17])[O:15][N:14]=1)[CH2:19][CH2:20][CH3:21]. (4) Given the reactants [NH:1]1[CH2:6][CH2:5][CH2:4][CH2:3][CH2:2]1.Cl[CH2:8][C:9]1[CH:34]=[CH:33][C:12]([C:13]([NH:15][C:16]2[CH:21]=[CH:20][C:19]([O:22][C:23](=[O:32])[N:24]([CH3:31])[C:25]3[CH:30]=[CH:29][CH:28]=[CH:27][CH:26]=3)=[CH:18][CH:17]=2)=[O:14])=[CH:11][CH:10]=1.O, predict the reaction product. The product is: [N:1]1([CH2:8][C:9]2[CH:10]=[CH:11][C:12]([C:13]([NH:15][C:16]3[CH:21]=[CH:20][C:19]([O:22][C:23](=[O:32])[N:24]([CH3:31])[C:25]4[CH:30]=[CH:29][CH:28]=[CH:27][CH:26]=4)=[CH:18][CH:17]=3)=[O:14])=[CH:33][CH:34]=2)[CH2:6][CH2:5][CH2:4][CH2:3][CH2:2]1. (5) Given the reactants [CH3:1][O:2][CH2:3][CH2:4][N:5]([CH2:10][C:11]([O:13]CC1C=CC=CC=1)=[O:12])[CH2:6][CH2:7][O:8][CH3:9], predict the reaction product. The product is: [CH3:1][O:2][CH2:3][CH2:4][N:5]([CH2:10][C:11]([OH:13])=[O:12])[CH2:6][CH2:7][O:8][CH3:9].